Dataset: Reaction yield outcomes from USPTO patents with 853,638 reactions. Task: Predict the reaction yield, written as a fraction of the theoretical maximum amount of product (1.0 means a 100% yield; for example, 0.34 means a 34% yield). (1) The reactants are [CH3:1][O:2][C:3]1[CH:8]=[CH:7][C:6]([N:9]2[C:14](=[O:15])[C:13]([C:16](O)=[O:17])=[N:12][C:11]3[CH:19]=[CH:20][CH:21]=[N:22][C:10]2=3)=[CH:5][CH:4]=1.C(Cl)(=O)C(Cl)=O.[C:29]1(=[O:36])[CH2:34][CH2:33][CH2:32][C:31](=[O:35])[CH2:30]1.C(N(CC)CC)C.CC(C)(O)C#N.[OH-].[Na+]. The catalyst is ClCCl.O.CN(C)C=O. The product is [OH:36][C:29]1[CH2:34][CH2:33][CH2:32][C:31](=[O:35])[C:30]=1[C:16]([C:13]1[C:14](=[O:15])[N:9]([C:6]2[CH:5]=[CH:4][C:3]([O:2][CH3:1])=[CH:8][CH:7]=2)[C:10]2[N:22]=[CH:21][CH:20]=[CH:19][C:11]=2[N:12]=1)=[O:17]. The yield is 0.780. (2) The reactants are [CH3:1][O:2][C:3](=[O:13])[C:4]1[CH:9]=[CH:8][C:7]([CH2:10][OH:11])=[CH:6][C:5]=1[NH2:12].[C:14](Cl)(=[O:16])[CH3:15]. The catalyst is O1CCOCC1. The product is [CH3:1][O:2][C:3](=[O:13])[C:4]1[CH:9]=[CH:8][C:7]([CH2:10][OH:11])=[CH:6][C:5]=1[NH:12][C:14](=[O:16])[CH3:15]. The yield is 0.732. (3) The reactants are [H-].[H-].[H-].[H-].[Li+].[Al+3].[CH3:7][C:8]1([C:14](O)=[O:15])[CH2:13][CH2:12][CH2:11][CH2:10][CH2:9]1.[OH-].[Na+].O. The catalyst is C1COCC1. The product is [CH3:7][C:8]1([CH2:14][OH:15])[CH2:13][CH2:12][CH2:11][CH2:10][CH2:9]1. The yield is 0.820. (4) The yield is 0.170. No catalyst specified. The reactants are [CH:1]([C:4]1[CH:9]=[CH:8][C:7]([CH:10]2[C:14]3[C:15]([CH3:22])=[C:16]([OH:21])[C:17]([CH3:20])=[C:18]([CH3:19])[C:13]=3[O:12][C:11]2([CH3:24])[CH3:23])=[CH:6][CH:5]=1)([CH3:3])[CH3:2].Cl.Cl[CH2:27][C:28]1[CH:33]=[CH:32][CH:31]=[CH:30][N:29]=1. The product is [CH:1]([C:4]1[CH:9]=[CH:8][C:7]([CH:10]2[C:14]3[C:15]([CH3:22])=[C:16]([O:21][CH2:27][C:28]4[CH:33]=[CH:32][CH:31]=[CH:30][N:29]=4)[C:17]([CH3:20])=[C:18]([CH3:19])[C:13]=3[O:12][C:11]2([CH3:24])[CH3:23])=[CH:6][CH:5]=1)([CH3:3])[CH3:2].